This data is from Peptide-MHC class I binding affinity with 185,985 pairs from IEDB/IMGT. The task is: Regression. Given a peptide amino acid sequence and an MHC pseudo amino acid sequence, predict their binding affinity value. This is MHC class I binding data. The peptide sequence is MLHHYGIHY. The MHC is HLA-A26:01 with pseudo-sequence HLA-A26:01. The binding affinity (normalized) is 0.0847.